Dataset: Forward reaction prediction with 1.9M reactions from USPTO patents (1976-2016). Task: Predict the product of the given reaction. (1) The product is: [N+:20](=[CH:19][C:9](=[O:10])[CH2:8][C:5]1[CH:6]=[CH:7][C:2]([I:1])=[CH:3][CH:4]=1)=[N-:21]. Given the reactants [I:1][C:2]1[CH:7]=[CH:6][C:5]([CH2:8][C:9](Cl)=[O:10])=[CH:4][CH:3]=1.C(#N)C.C[Si]([CH:19]=[N+:20]=[N-:21])(C)C.C(OCC)C, predict the reaction product. (2) Given the reactants [N:1]1[CH:6]=[CH:5][CH:4]=[C:3]([O:7][C:8]2[CH:9]=[C:10]([CH:12]=[CH:13][CH:14]=2)[NH2:11])[CH:2]=1.[CH3:15][O:16][C:17]1[N:22]=[C:21]([C:23](O)=[O:24])[CH:20]=[CH:19][CH:18]=1.F[P-](F)(F)(F)(F)F.N1(OC(N(C)C)=[N+](C)C)C2N=CC=CC=2N=N1.CCN(C(C)C)C(C)C, predict the reaction product. The product is: [CH3:15][O:16][C:17]1[N:22]=[C:21]([C:23]([NH:11][C:10]2[CH:12]=[CH:13][CH:14]=[C:8]([O:7][C:3]3[CH:2]=[N:1][CH:6]=[CH:5][CH:4]=3)[CH:9]=2)=[O:24])[CH:20]=[CH:19][CH:18]=1. (3) Given the reactants [CH3:1][C:2]([O:5][C:6]([N:8]1[C:16]2[N:15]=[CH:14][N:13]=[C:12]([N:17]3[CH2:22][CH2:21][C:20]4([C:26]5=[N:27][C:28]6[C:33]([O:34]CC7C=CC=CC=7)=[CH:32][CH:31]=[CH:30][C:29]=6[N:25]5[C:24](=[O:42])[N:23]4[C:43]([O:45][C:46]([CH3:49])([CH3:48])[CH3:47])=[O:44])[CH2:19][CH2:18]3)[C:11]=2[CH:10]=[CH:9]1)=[O:7])([CH3:4])[CH3:3], predict the reaction product. The product is: [OH:34][C:33]1[C:28]2[N:27]=[C:26]3[C:20]4([N:23]([C:43]([O:45][C:46]([CH3:49])([CH3:48])[CH3:47])=[O:44])[C:24](=[O:42])[N:25]3[C:29]=2[CH:30]=[CH:31][CH:32]=1)[CH2:21][CH2:22][N:17]([C:12]1[C:11]2[CH:10]=[CH:9][N:8]([C:6]([O:5][C:2]([CH3:3])([CH3:4])[CH3:1])=[O:7])[C:16]=2[N:15]=[CH:14][N:13]=1)[CH2:18][CH2:19]4. (4) Given the reactants [Br:1][C:2]1[C:10]2[C:5](=[CH:6][CH:7]=[C:8]([C:11]#[N:12])[CH:9]=2)[NH:4][N:3]=1.O.C1(C)C=CC(S(O)(=O)=O)=CC=1.[O:25]1[CH:30]=[CH:29][CH2:28][CH2:27][CH2:26]1, predict the reaction product. The product is: [Br:1][C:2]1[C:10]2[C:5](=[CH:6][CH:7]=[C:8]([C:11]#[N:12])[CH:9]=2)[N:4]([CH:26]2[CH2:27][CH2:28][CH2:29][CH2:30][O:25]2)[N:3]=1.